Dataset: Full USPTO retrosynthesis dataset with 1.9M reactions from patents (1976-2016). Task: Predict the reactants needed to synthesize the given product. Given the product [C:1]([O:5][C:6]([CH:8]1[CH2:14][CH2:13][C:12]2[CH:15]=[CH:16][C:17]([O:19][CH3:20])=[CH:18][C:11]=2[N:10]([CH2:26][C:25]2[CH:28]=[CH:29][CH:30]=[C:23]([F:22])[CH:24]=2)[C:9]1=[O:21])=[O:7])([CH3:4])([CH3:3])[CH3:2], predict the reactants needed to synthesize it. The reactants are: [C:1]([O:5][C:6]([CH:8]1[CH2:14][CH2:13][C:12]2[CH:15]=[CH:16][C:17]([O:19][CH3:20])=[CH:18][C:11]=2[NH:10][C:9]1=[O:21])=[O:7])([CH3:4])([CH3:3])[CH3:2].[F:22][C:23]1[CH:24]=[C:25]([CH:28]=[CH:29][CH:30]=1)[CH2:26]Br.C([O-])([O-])=O.[Cs+].[Cs+].